This data is from Reaction yield outcomes from USPTO patents with 853,638 reactions. The task is: Predict the reaction yield, written as a fraction of the theoretical maximum amount of product (1.0 means a 100% yield; for example, 0.34 means a 34% yield). (1) The catalyst is C(Cl)Cl. The yield is 1.00. The product is [F:23][C:24]([F:29])([F:28])[C:25]([OH:27])=[O:26].[NH2:10][CH2:9][C:8]1[CH:18]=[CH:19][C:20]([F:22])=[CH:21][C:7]=1[C:5]([NH:4][CH:1]1[CH2:3][CH2:2]1)=[O:6]. The reactants are [CH:1]1([NH:4][C:5]([C:7]2[CH:21]=[C:20]([F:22])[CH:19]=[CH:18][C:8]=2[CH2:9][NH:10]C(=O)OC(C)(C)C)=[O:6])[CH2:3][CH2:2]1.[F:23][C:24]([F:29])([F:28])[C:25]([OH:27])=[O:26]. (2) The reactants are O[C:2]1[CH:3]=[C:4]([NH:8][C:9]2[N:14]=[C:13]([NH:15][C:16]3[CH:21]=[CH:20][CH:19]=[C:18](O)[CH:17]=3)[C:12]([F:23])=[CH:11][N:10]=2)[CH:5]=[CH:6][CH:7]=1.[CH2:24]([N:31]1[CH2:36][CH2:35][N:34](C2C=CC(N)=CC=2)[CH2:33][CH2:32]1)[C:25]1[CH:30]=[CH:29][CH:28]=[CH:27][CH:26]=1.Cl[C:45]1[N:50]=[C:49](Cl)[C:48](F)=[CH:47]N=1. No catalyst specified. The product is [CH2:49]([N:50]1[CH2:45][CH2:9][N:8]([C:7]2[CH:6]=[CH:5][C:4]([NH:8][C:9]3[N:14]=[C:13]([NH:15][C:16]4[CH:21]=[CH:20][C:19]([N:34]5[CH2:33][CH2:32][N:31]([CH2:24][C:25]6[CH:26]=[CH:27][CH:28]=[CH:29][CH:30]=6)[CH2:36][CH2:35]5)=[CH:18][CH:17]=4)[C:12]([F:23])=[CH:11][N:10]=3)=[CH:3][CH:2]=2)[CH2:4][CH2:3]1)[C:48]1[CH:47]=[CH:2][CH:7]=[CH:6][CH:5]=1. The yield is 0.640. (3) The reactants are [CH3:1][O:2][C:3](=[O:17])[CH2:4][CH2:5][NH:6][C:7](=[O:16])[C:8]1[CH:13]=[CH:12][C:11]([CH:14]=O)=[CH:10][CH:9]=1.C(O)(=O)C.C([BH3-])#N.[Na+].[CH2:26]([C:30]1[CH:36]=[CH:35][C:33]([NH2:34])=[CH:32][CH:31]=1)[CH2:27][CH2:28][CH3:29]. The catalyst is CN(C=O)C.C(OCC)(OCC)OCC. The product is [CH3:1][O:2][C:3](=[O:17])[CH2:4][CH2:5][NH:6][C:7](=[O:16])[C:8]1[CH:13]=[CH:12][C:11]([CH2:14][NH:34][C:33]2[CH:35]=[CH:36][C:30]([CH2:26][CH2:27][CH2:28][CH3:29])=[CH:31][CH:32]=2)=[CH:10][CH:9]=1. The yield is 0.490. (4) The reactants are [CH3:1][C:2]1[CH2:7][CH2:6][CH2:5][C:4]([CH3:9])([CH3:8])[C:3]=1[CH2:10][OH:11].O[C:13]1[CH:14]=[C:15]([CH:18]=[CH:19][CH:20]=1)[C:16]#[N:17].C1(P(C2C=CC=CC=2)C2C=CC=CC=2)C=CC=CC=1.N(C(OCC)=O)=NC(OCC)=O. The catalyst is O1CCCC1. The product is [CH3:1][C:2]1[CH2:7][CH2:6][CH2:5][C:4]([CH3:8])([CH3:9])[C:3]=1[CH2:10][O:11][C:13]1[CH:14]=[C:15]([CH:18]=[CH:19][CH:20]=1)[C:16]#[N:17]. The yield is 0.250. (5) The reactants are Br[CH2:2][C:3]1[C:4]([F:23])=[C:5]([O:10][C:11]2[CH:12]=[C:13]([CH:16]=[C:17]([C:19]([F:22])([F:21])[F:20])[CH:18]=2)[C:14]#[N:15])[C:6]([Cl:9])=[CH:7][CH:8]=1.[NH3:24]. The catalyst is C(Cl)Cl. The product is [NH2:24][CH2:2][C:3]1[C:4]([F:23])=[C:5]([O:10][C:11]2[CH:12]=[C:13]([CH:16]=[C:17]([C:19]([F:22])([F:21])[F:20])[CH:18]=2)[C:14]#[N:15])[C:6]([Cl:9])=[CH:7][CH:8]=1. The yield is 1.00. (6) The reactants are COC1C=CC(C[NH:8][C:9]2[C:14]([C:15]3[N:16]=[C:17]4[N:21]([CH:22]=3)[C:20]([CH2:23][N:24]3[CH2:29][CH2:28][O:27][CH2:26][CH2:25]3)=[CH:19][S:18]4)=[CH:13][CH:12]=[CH:11][N:10]=2)=CC=1.C([SiH](CC)CC)C.FC(F)(F)C(O)=O. The catalyst is C(Cl)Cl. The product is [N:24]1([CH2:23][C:20]2[N:21]3[CH:22]=[C:15]([C:14]4[C:9]([NH2:8])=[N:10][CH:11]=[CH:12][CH:13]=4)[N:16]=[C:17]3[S:18][CH:19]=2)[CH2:25][CH2:26][O:27][CH2:28][CH2:29]1. The yield is 1.00. (7) The reactants are [C:1]1([NH:7][CH2:8][CH2:9][CH2:10][OH:11])[CH:6]=[CH:5][CH:4]=[CH:3][CH:2]=1.Br[CH2:13][CH2:14][CH2:15][C:16]([O:18][CH2:19][CH3:20])=[O:17]. The catalyst is C(N(C(C)C)C(C)C)C. The product is [OH:11][CH2:10][CH2:9][CH2:8][N:7]([C:1]1[CH:6]=[CH:5][CH:4]=[CH:3][CH:2]=1)[CH2:13][CH2:14][CH2:15][C:16]([O:18][CH2:19][CH3:20])=[O:17]. The yield is 1.00. (8) The reactants are [CH3:1][O:2][C:3]1[CH:4]=[C:5]([P:12](Cl)(Cl)=[O:13])[CH:6]=[CH:7][C:8]=1[N+:9]([O-:11])=[O:10].[CH:16]([Mg]Br)=[CH2:17].[CH2:20]1COC[CH2:21]1. No catalyst specified. The product is [CH:20]([P:12](=[O:13])([CH:16]=[CH2:17])[C:5]1[CH:6]=[CH:7][C:8]([N+:9]([O-:11])=[O:10])=[C:3]([O:2][CH3:1])[CH:4]=1)=[CH2:21]. The yield is 0.750. (9) The reactants are Br[C:2]1[C:3]2[C:4]3[CH:17]=[CH:16][S:15][C:5]=3[C:6](=[O:14])[NH:7][C:8]=2[CH:9]=[CH:10][C:11]=1[O:12][CH3:13].[OH:18][CH2:19][CH2:20][NH:21][S:22]([C:25]1[CH:30]=[CH:29][C:28](B2OC(C)(C)C(C)(C)O2)=[CH:27][CH:26]=1)(=[O:24])=[O:23]. No catalyst specified. The product is [OH:18][CH2:19][CH2:20][NH:21][S:22]([C:25]1[CH:30]=[CH:29][C:28]([C:2]2[C:3]3[C:4]4[CH:17]=[CH:16][S:15][C:5]=4[C:6](=[O:14])[NH:7][C:8]=3[CH:9]=[CH:10][C:11]=2[O:12][CH3:13])=[CH:27][CH:26]=1)(=[O:24])=[O:23]. The yield is 0.200. (10) The reactants are F[C:2]1[C:7]([I:8])=[CH:6][CH:5]=[CH:4][N:3]=1.[N:9]1([CH2:12][CH2:13][OH:14])[CH2:11][CH2:10]1. No catalyst specified. The product is [N:9]1([CH2:12][CH2:13][O:14][C:2]2[C:7]([I:8])=[CH:6][CH:5]=[CH:4][N:3]=2)[CH2:11][CH2:10]1. The yield is 0.490.